From a dataset of Human Reference Interactome with 51,813 positive PPI pairs across 8,248 proteins, plus equal number of experimentally-validated negative pairs. Binary Classification. Given two protein amino acid sequences, predict whether they physically interact or not. (1) Protein 1 (ENSG00000105928) has sequence MFAKATRNFLREVDADGDLIAVSNLNDSDKLQLLSLVTKKKRFWCWQRPKYQFLSLTLGDVLIEDQFPSPVVVESDFVKYEGKFANHVSGTLETALGKVKLNLGGSSRVESQSSFGTLRKQEVDLQQLIRDSAERTINLRNPVLQQVLEGRNEVLCVLTQKITTMQKCVISEHMQVEEKCGGIVGIQTKTVQVSATEDGNVTKDSNVVLEIPAATTIAYGVIELYVKLDGQFEFCLLRGKQGGFENKKRIDSVYLDPLVFREFAFIDMPDAAHGISSQDGPLSVLKQATLLLERNFHPFA.... Protein 2 (ENSG00000165185) has sequence MEDCLHTSSENLSKLVSWAHSHGTICSLIPNLKHLLSEGSHGNLTAMWGCSAGHAYHWPLTATCRAGSQERVCFQDNRSFNSDSPSIIGVPSETQTSPVERYPGRPVKAKLDCNRTRDSCDFSYCSEPSELDETVEEYEDENTLFDMVCESSVTDEDSDFEPQTQRPQSIARKRPGVVPSSLHSSSQTQMVDECSNDVIIKKIKQEIPEDYYIVANAELTGGVDGPALSLTQMAKPKPQTHAGPSCVGSAKLIPHVTSAISTELDPHGMSASPSVISRPIVQKTARVSLASPNRGPPGTH.... Result: 0 (the proteins do not interact). (2) Protein 1 (ENSG00000213931) has sequence MVHFTAEEKAAVTSLWSKMNVEEAGGEALGRLLVVYPWTQRFFDSFGNLSSPSAILGNPKVKAHGKKVLTSFGDAIKNMDNLKPAFAKLSELHCDKLHVDPENFKLLGNVMVIILATHFGKEFTPEVQAAWQKLVSAVAIALAHKYH*. Protein 2 (ENSG00000186577) has sequence MSNTTVPNAPQANSDSMVMYVQKKKRVDRLRHHLLPMYSYDPAEELHEAEQELLSDMGDPKVVHGWQSGYQHKRMPLLDVKT*MSNTTVPNAPQANSDSMVGYVLGPFFLITLVGVVVAVGGPAAPSPAPHVQL*MSNTTVPNAPQANSDSMVGYVLGPFFLITLVGVVVAVVMYVQKKKRVDRLRHHLLPMYSYDPAEELHEAEQELLSDMGDPKVVHGWQSGYQHKRMPLLDVKT*MYRRKSGWTGCAITCSPCTAMTQLRNCMRLSRSCSLTWETPRWYMAGRVATSTSGCHCWMSR.... Result: 0 (the proteins do not interact). (3) Protein 1 (ENSG00000124562) has sequence MPKFYCDYCDTYLTHDSPSVRKTHCSGRKHKENVKDYYQKWMEEQAQSLIDKTTAAFQQGKIPPTPFSAPPPAGAMIPPPPSLPGPPRPGMMPAPHMGGPPMMPMMGPPPPGMMPVGPAPGMRPPMGGHMPMMPGPPMMRPPARPMMVPTRPGMTRPDR*MEEQAQSLIDKTTAAFQQGKIPPTPFSAPPPAGAMIPPPPSLPGPPRPGMMPAPHMGGPPMMPMMGPPPPGMMPVGPAPGMRPPMGGHMPMMPGPPMMRPPARPMMVPTRPGMTRPDR*MNSASVDGHLSGCRLFLFLSP.... Protein 2 (ENSG00000152795) has sequence MEVPPRLSHVPPPLFPSAPATLASRSLSHWRPRPPRQLAPLLPSLAPSSARQGARRAQRHVTAQQPSRLAGGAAIKGGRRRRPDLFRRHFKSSSIQRSAAAAAATRTARQHPPADSSVTMEDMNEYSNIEEFAEGSKINASKNQQDDGKMFIGGLSWDTSKKDLTEYLSRFGEVVDCTIKTDPVTGRSRGFGFVLFKDAASVDKVLELKEHKLDGKLIDPKRAKALKGKEPPKKVFVGGLSPDTSEEQIKEYFGAFGEIENIELPMDTKTNERRGFCFITYTDEEPVKKLLESRYHQIGS.... Result: 1 (the proteins interact). (4) Protein 1 (ENSG00000182196) has sequence MPRCTYQLEQNPGFLPDGPGVHARAHCQDLSGPYGHEFATSESLGGRVGKTRAPQSGARSRMERAGPAGEEGGAREGRLLPRAPGAWVLRACAERAALEVGAASADTGVRGCGARGPAPLLASAGGGRARDGTWGVRTKGSGAALPSRPASRAAPRPEASSPPLPLEKARGGLSGPQGGRARGAMAHVGSRKRSRSRSRSRGRGSEKRKKKSRKDTSRNCSASTSQGRKASTAPGAEASPSPCITERSKQKARRRTRSSSSSSSSSSSSSSSSSSSSSSSSSDGRKKRGKYKDKRRKKKK.... Protein 2 (ENSG00000152595) has sequence MRVFCVGLLLFSVTWAAPTFQPQTEKTKQSCVEEQRQEEKNKDNIGFHHLGKRINQELSSKENIVQERKKDLSLSEASENKGSSKSQNYFTNRQRLNKEYSISNKENTHNGLRMSIYPKSTGNKGFEDGDDAISKLHDQEEYGAALIRNNMQHIMGPVTAIKLLGEENKENTPRNVLNIIPASMNYAKAHSKDKKKPQRDSQAQKSPVKSKSTHRIQHNIDYLKHLSKVKKIPSDFEGSGYTDLQERGDNDISPFSGDGQPFKDIPGKGEATGPDLEGKDIQTGFAGPSEAESTHLDTKK.... Result: 0 (the proteins do not interact). (5) Protein 1 (ENSG00000135222) has sequence MKVLILACLVALALARETIESLSSSEESITEYKQKVEKVKHEDQQQGEDEHQDKIYPSFQPQPLIYPFVEPIPYGFLPQNILPLAQPAVVLPVPQPEIMEVPKAKDTVYTKGRVMPVLKSPTIPFFDPQIPKLTDLENLHLPLPLLQPLMQQVPQPIPQTLALPPQPLWSVPQPKVLPIPQQVVPYPQRAVPVQALLLNQELLLNPTHQIYPVTQPLAPVHNPISV*. Protein 2 (ENSG00000273045) has sequence MGFSLSKSATQVSAIHMDSKVDDHLIRGTEKSRLEPATQLFQNTKKIRLEDTNQENFTRIEGTGTGSLSGKALGSVVYVKESDGLEMTDVE*MSSTLGKLSNQVEETLPLLKKVPANYFHICSAILMGFSLSKSATQVSAIHMDSKVDDHLIRGTEKSRLEPATQLFQNTKKIRLEDTNQENFTRIEGTGTGSLSGKALGSVVYVKESDGLEMTDVE*. Result: 0 (the proteins do not interact). (6) Protein 1 (ENSG00000029153) has sequence MAAEEEAAAGGKVLREENQCIAPVVSSRVSPGTRPTAMGSFSSHMTEFPRKRKGSDSDPSQEAHSQTEKRRRDKMNNLIEELSAMIPQCNPMARKLDKLTVLRMAVQHLRSLKGLTNSYVGSNYRPSFLQDNELRHLILKTAEGFLFVVGCERGKILFVSKSVSKILNYDQASLTGQSLFDFLHPKDVAKVKEQLSSFDISPREKLIDAKTGLQVHSNLHAGRTRVYSGSRRSFFCRIKSCKISVKEEHGCLPNSKKKEHRKFYTIHCTGYLRSWPPNIVGMEEERNSKKDNSNFTCLVA.... Result: 1 (the proteins interact). Protein 2 (ENSG00000170485) has sequence MDEDEKDRAKRASRNKSEKKRRDQFNVLIKELSSMLPGNTRKMDKTTVLEKVIGFLQKHNEVSAQTEICDIQQDWKPSFLSNEEFTQLMLEALDGFIIAVTTDGSIIYVSDSITPLLGHLPSDVMDQNLLNFLPEQEHSEVYKILSSHMLVTDSPSPEYLKSDSDLEFYCHLLRGSLNPKEFPTYEYIKFVGNFRSYNNVPSPSCNGFDNTLSRPCRVPLGKEVCFIATVRLATPQFLKEMCIVDEPLEEFTSRHSLEWKFLFLDHRAPPIIGYLPFEVLGTSGYDYYHIDDLELLARCH.... (7) Protein 1 (ENSG00000136944) has sequence MDIATGPESLERCFPRGQTDCAKMLDGIKMEEHALRPGPATLGVLLGSDCPHPAVCEGCQRPISDRFLMRVNESSWHEECLQCAACQQALTTSCYFRDRKLYCKQDYQQLFAAKCSGCMEKIAPTEFVMRALECVYHLGCFCCCVCERQLRKGDEFVLKEGQLLCKGDYEKEKDLLSSVSPDESDSVKSEDEDGDMKPAKGQGSQSKGSGDDGKDPRRPKRPRTILTTQQRRAFKASFEVSSKPCRKVRETLAAETGLSVRVVQVWFQNQRAKMKKLARRHQQQQEQQNSQRLGQGEPGP.... Protein 2 (ENSG00000163412) has sequence MRGERRPLWEEESNAKGGVWKMKVPKDSTSTVWKELLLATIGEQFTDCAAADDEVIGVSVSVRDREDVVQVWNVNASLVGEATVLEKIYELLPHITFKAVFYKPHEEHHAFEGGRGKH*MALPPAAAPPAGAREPPGSRAAAAAAAPEPPLGLQQLSALQPEPGGVPLHSSWTFWLDRSLPGATAAECASNLKKIYTVQTVQIFWSVYNNIPPVTSLPLRCSYHLMRGERRPLWEEESNAKGGVWKMKVPKDSTSTVWKELLLATIGEQFTDCAAADDEVIGVSVSVRDREDVVQVWNVN.... Result: 0 (the proteins do not interact).